From a dataset of Forward reaction prediction with 1.9M reactions from USPTO patents (1976-2016). Predict the product of the given reaction. (1) Given the reactants [CH2:1]([O:3][C:4]1[CH:5]=[C:6]([C:20]2[CH:25]=[CH:24][C:23]([CH2:26][C:27]([OH:29])=O)=[C:22]([F:30])[CH:21]=2)[CH:7]=[N:8][C:9]=1[O:10][CH2:11][C:12]1[CH:17]=[CH:16][C:15]([O:18][CH3:19])=[CH:14][CH:13]=1)[CH3:2].[F:31][C:32]([F:43])([F:42])[C:33]([C:36]1[CH:40]=[C:39]([NH2:41])[NH:38][N:37]=1)([CH3:35])[CH3:34].C(P1(=O)OP(CCC)(=O)OP(CCC)(=O)O1)CC.CC(=O)OCC, predict the reaction product. The product is: [CH2:1]([O:3][C:4]1[CH:5]=[C:6]([C:20]2[CH:25]=[CH:24][C:23]([CH2:26][C:27]([NH:41][C:39]3[NH:38][N:37]=[C:36]([C:33]([CH3:35])([CH3:34])[C:32]([F:43])([F:42])[F:31])[CH:40]=3)=[O:29])=[C:22]([F:30])[CH:21]=2)[CH:7]=[N:8][C:9]=1[O:10][CH2:11][C:12]1[CH:13]=[CH:14][C:15]([O:18][CH3:19])=[CH:16][CH:17]=1)[CH3:2]. (2) The product is: [ClH:31].[C:1]([N:4]1[CH2:13][CH2:12][C:11]2[C:6](=[CH:7][C:8]([O:14][CH2:15][C:16]3([C:28]([OH:30])=[O:29])[CH2:17][CH2:18][N:19]([C:22]4[CH:23]=[CH:24][N:25]=[CH:26][CH:27]=4)[CH2:20][CH2:21]3)=[CH:9][CH:10]=2)[CH2:5]1)(=[NH:2])[NH2:3]. Given the reactants [C:1]([N:4]1[CH2:13][CH2:12][C:11]2[C:6](=[CH:7][C:8]([O:14][CH2:15][C:16]3([C:28]([OH:30])=[O:29])[CH2:21][CH2:20][N:19]([C:22]4[CH:27]=[CH:26][N:25]=[CH:24][CH:23]=4)[CH2:18][CH2:17]3)=[CH:9][CH:10]=2)[CH2:5]1)(=[NH:3])[NH2:2].[ClH:31].[OH-].[Na+], predict the reaction product. (3) Given the reactants C(P(CCCC)CCCC)CCC.[CH2:14]([O:16][C@@H:17]([CH2:23][C:24]1[CH:29]=[CH:28][C:27]([OH:30])=[CH:26][CH:25]=1)[C:18]([O:20][CH2:21][CH3:22])=[O:19])[CH3:15].[Br:31][C:32]1[CH:37]=[CH:36][C:35](/[C:38](/[CH3:42])=[CH:39]/[CH2:40]O)=[CH:34][CH:33]=1, predict the reaction product. The product is: [Br:31][C:32]1[CH:37]=[CH:36][C:35](/[C:38](/[CH3:42])=[CH:39]/[CH2:40][O:30][C:27]2[CH:26]=[CH:25][C:24]([CH2:23][C@H:17]([O:16][CH2:14][CH3:15])[C:18]([O:20][CH2:21][CH3:22])=[O:19])=[CH:29][CH:28]=2)=[CH:34][CH:33]=1. (4) Given the reactants NC1C=CNN=1.O/[CH:8]=[C:9]1\[C:10](=[O:18])[NH:11][C:12]2[C:17]\1=[CH:16][CH:15]=[CH:14][CH:13]=2.[CH3:19][C:20]1[CH:21]=[C:22]([CH:30]=[CH:31][CH:32]=1)[CH2:23][C:24]1[CH:25]=[C:26]([NH2:29])[NH:27][N:28]=1, predict the reaction product. The product is: [CH3:19][C:20]1[CH:21]=[C:22]([CH:30]=[CH:31][CH:32]=1)[CH2:23][C:24]1[CH:25]=[C:26]([NH:29][CH:8]=[C:9]2[C:17]3[C:12](=[CH:13][CH:14]=[CH:15][CH:16]=3)[NH:11][C:10]2=[O:18])[NH:27][N:28]=1. (5) The product is: [CH3:1][C:2]1[C:3]([N:9]2[CH2:10][CH2:11][N:12]([C:18]([C:17]3[CH:21]=[CH:22][C:23]([I:25])=[CH:24][C:16]=3[F:15])=[O:19])[CH2:13][CH2:14]2)=[N:4][CH:5]=[C:6]([CH3:8])[CH:7]=1. Given the reactants [CH3:1][C:2]1[C:3]([N:9]2[CH2:14][CH2:13][NH:12][CH2:11][CH2:10]2)=[N:4][CH:5]=[C:6]([CH3:8])[CH:7]=1.[F:15][C:16]1[CH:24]=[C:23]([I:25])[CH:22]=[CH:21][C:17]=1[C:18](O)=[O:19], predict the reaction product. (6) Given the reactants [C:1]([C:3]1[N:4]([CH2:10][CH2:11][CH2:12][C:13](=[O:15])[CH3:14])[C:5]([CH3:9])=[C:6]([CH3:8])[N:7]=1)#[N:2].CC(C)([O-])C.[K+], predict the reaction product. The product is: [C:13]([C:12]1[CH2:11][CH2:10][N:4]2[C:5]([CH3:9])=[C:6]([CH3:8])[N:7]=[C:3]2[C:1]=1[NH2:2])(=[O:15])[CH3:14].